Dataset: Forward reaction prediction with 1.9M reactions from USPTO patents (1976-2016). Task: Predict the product of the given reaction. Given the reactants [Br:1][C:2]1[CH:3]=[C:4]([NH:8][C:9]2[CH:17]=[C:16]([Cl:18])[CH:15]=[CH:14][C:10]=2[C:11]([OH:13])=O)[CH:5]=[CH:6][CH:7]=1.O.[H-].[Na+].[CH3:22]OS(OC)(=O)=O, predict the reaction product. The product is: [Br:1][C:2]1[C:3]2[C:11](=[O:13])[C:10]3[C:9](=[CH:17][C:16]([Cl:18])=[CH:15][CH:14]=3)[N:8]([CH3:22])[C:4]=2[CH:5]=[CH:6][CH:7]=1.